This data is from Full USPTO retrosynthesis dataset with 1.9M reactions from patents (1976-2016). The task is: Predict the reactants needed to synthesize the given product. (1) Given the product [Br:1][C:2]1[O:3][C:4]2[CH:10]=[CH:9][C:8]([CH2:11][C:12]([NH:46][CH:45]([C:42]3[CH:43]=[CH:44][C:39]([Cl:38])=[CH:40][C:41]=3[CH3:53])[C:47]3[CH:48]=[CH:49][CH:50]=[CH:51][CH:52]=3)=[O:14])=[CH:7][C:5]=2[CH:6]=1, predict the reactants needed to synthesize it. The reactants are: [Br:1][C:2]1[O:3][C:4]2[CH:10]=[CH:9][C:8]([CH2:11][C:12]([OH:14])=O)=[CH:7][C:5]=2[CH:6]=1.C1C=CC2N(O)N=NC=2C=1.C(Cl)CCl.CCN(C(C)C)C(C)C.[Cl:38][C:39]1[CH:44]=[CH:43][C:42]([CH:45]([C:47]2[CH:52]=[CH:51][CH:50]=[CH:49][CH:48]=2)[NH2:46])=[C:41]([CH3:53])[CH:40]=1. (2) Given the product [Br:23][C:20]1[CH:21]=[CH:22][C:17]([O:1][C:2]2[CH:9]=[CH:8][C:5]([CH:6]=[O:7])=[CH:4][CH:3]=2)=[N:18][CH:19]=1, predict the reactants needed to synthesize it. The reactants are: [OH:1][C:2]1[CH:9]=[CH:8][C:5]([CH:6]=[O:7])=[CH:4][CH:3]=1.C(=O)([O-])[O-].[K+].[K+].Br[C:17]1[CH:22]=[CH:21][C:20]([Br:23])=[CH:19][N:18]=1. (3) Given the product [NH2:1][CH:2]([CH:6]([N:13]([CH2:16][C:17]1[CH:18]=[CH:19][CH:20]=[CH:21][CH:22]=1)[CH:14]=[O:15])[C:7]1[CH:12]=[CH:11][CH:10]=[CH:9][CH:8]=1)[C:3]([O:5][CH3:27])=[O:4], predict the reactants needed to synthesize it. The reactants are: [NH2:1][CH:2]([CH:6]([N:13]([CH2:16][C:17]1[CH:22]=[CH:21][CH:20]=[CH:19][CH:18]=1)[CH:14]=[O:15])[C:7]1[CH:12]=[CH:11][CH:10]=[CH:9][CH:8]=1)[C:3]([OH:5])=[O:4].S(Cl)(Cl)=O.[CH3:27]O. (4) Given the product [I:1][C:2]1[CH:3]=[CH:4][C:5]([C:8]2[CH:13]=[CH:12][C:11]([C:31]([NH:22][C@H:21]([C:20]([O:19][CH3:18])=[O:27])[CH2:23][CH:24]([CH3:26])[CH3:25])=[O:35])=[CH:10][CH:9]=2)=[CH:6][CH:7]=1, predict the reactants needed to synthesize it. The reactants are: [I:1][C:2]1[CH:7]=[CH:6][C:5]([C:8]2[C:9](C(O)=O)=[CH:10][CH:11]=[CH:12][CH:13]=2)=[CH:4][CH:3]=1.Cl.[CH3:18][O:19][C:20](=[O:27])[C@H:21]([CH2:23][CH:24]([CH3:26])[CH3:25])[NH2:22].CN([C:31]([O:35]N1N=NC2C=CC=NC1=2)=[N+](C)C)C.F[P-](F)(F)(F)(F)F.C(N(CC)CC)C. (5) Given the product [CH2:1]([O:3][C:4](=[O:17])[C:5]([CH3:7])([O:8][C:9]1[CH:10]=[CH:11][C:12]([CH2:15][NH:16][C:26]([C:25]2[CH:24]=[N:23][C:22]([C:29]3[CH:34]=[CH:33][C:32]([C:35]([F:38])([F:36])[F:37])=[CH:31][CH:30]=3)=[CH:21][C:20]=2[C:19]([F:18])([F:39])[F:40])=[O:27])=[CH:13][CH:14]=1)[CH3:6])[CH3:2], predict the reactants needed to synthesize it. The reactants are: [CH2:1]([O:3][C:4](=[O:17])[C:5]([O:8][C:9]1[CH:14]=[CH:13][C:12]([CH2:15][NH2:16])=[CH:11][CH:10]=1)([CH3:7])[CH3:6])[CH3:2].[F:18][C:19]([F:40])([F:39])[C:20]1[C:25]([C:26](O)=[O:27])=[CH:24][N:23]=[C:22]([C:29]2[CH:34]=[CH:33][C:32]([C:35]([F:38])([F:37])[F:36])=[CH:31][CH:30]=2)[CH:21]=1.COC(=O)C1C(C(F)(F)F)=CC(C2C=CC(C(F)(F)F)=CC=2)=NC=1. (6) Given the product [C:1]([N:5]1[C:9]([C:10]2[CH:15]=[CH:14][C:13]([F:16])=[CH:12][CH:11]=2)=[C:8]([C:17]2[S:18][CH:19]=[C:20]([CH2:22][C:23]([NH:34][CH2:33][CH2:32][N:29]3[CH2:30][CH2:31][O:26][CH2:27][CH2:28]3)=[O:24])[N:21]=2)[CH:7]=[N:6]1)([CH3:2])([CH3:3])[CH3:4], predict the reactants needed to synthesize it. The reactants are: [C:1]([N:5]1[C:9]([C:10]2[CH:15]=[CH:14][C:13]([F:16])=[CH:12][CH:11]=2)=[C:8]([C:17]2[S:18][CH:19]=[C:20]([CH2:22][C:23](O)=[O:24])[N:21]=2)[CH:7]=[N:6]1)([CH3:4])([CH3:3])[CH3:2].[O:26]1[CH2:31][CH2:30][N:29]([CH2:32][CH2:33][NH2:34])[CH2:28][CH2:27]1. (7) The reactants are: [CH3:1][C:2]([CH3:12])([CH2:5][C:6]1[CH:11]=[CH:10][CH:9]=[CH:8][CH:7]=1)[C:3]#N.[OH-:13].[K+].C(O)C[OH:17]. Given the product [CH3:1][C:2]([CH3:12])([CH2:5][C:6]1[CH:11]=[CH:10][CH:9]=[CH:8][CH:7]=1)[C:3]([OH:17])=[O:13], predict the reactants needed to synthesize it.